From a dataset of Reaction yield outcomes from USPTO patents with 853,638 reactions. Predict the reaction yield, written as a fraction of the theoretical maximum amount of product (1.0 means a 100% yield; for example, 0.34 means a 34% yield). The reactants are [CH:1]1([CH2:6][CH:7]([C:11]2[CH:16]=[CH:15][CH:14]=[C:13]([O:17][CH3:18])[CH:12]=2)[C:8]([OH:10])=O)[CH2:5][CH2:4][CH2:3][CH2:2]1.C(Cl)(=O)C(Cl)=O.[NH2:25][C:26]1[S:27][CH:28]=[CH:29][N:30]=1.C(N(CC)C(C)C)(C)C. The catalyst is C(Cl)Cl.CN(C)C=O.O1CCCC1. The product is [CH:1]1([CH2:6][CH:7]([C:11]2[CH:16]=[CH:15][CH:14]=[C:13]([O:17][CH3:18])[CH:12]=2)[C:8]([NH:25][C:26]2[S:27][CH:28]=[CH:29][N:30]=2)=[O:10])[CH2:2][CH2:3][CH2:4][CH2:5]1. The yield is 0.826.